Dataset: Catalyst prediction with 721,799 reactions and 888 catalyst types from USPTO. Task: Predict which catalyst facilitates the given reaction. (1) Reactant: [CH3:1][C:2]1([C:14]#[N:15])[C:12]2=[C:13]3[C:8](=[CH:9][CH:10]=[CH:11]2)[CH:7]=[CH:6][CH:5]=[C:4]3[CH2:3]1.C([O-])([O-])=[O:17].[K+].[K+].OO. Product: [CH3:1][C:2]1([C:14]([NH2:15])=[O:17])[C:12]2=[C:13]3[C:8](=[CH:9][CH:10]=[CH:11]2)[CH:7]=[CH:6][CH:5]=[C:4]3[CH2:3]1. The catalyst class is: 16. (2) Reactant: [CH2:1]([O:3][CH:4]([O:20][CH2:21][CH3:22])[C:5]1[CH:10]=[C:9](Cl)[N:8]=[C:7]([S:12][CH2:13][C:14]2[CH:19]=[CH:18][CH:17]=[CH:16][CH:15]=2)[N:6]=1)[CH3:2].[NH3:23]. Product: [CH2:1]([O:3][CH:4]([O:20][CH2:21][CH3:22])[C:5]1[N:6]=[C:7]([S:12][CH2:13][C:14]2[CH:19]=[CH:18][CH:17]=[CH:16][CH:15]=2)[N:8]=[C:9]([NH2:23])[CH:10]=1)[CH3:2]. The catalyst class is: 8. (3) Reactant: Cl.C([O:9][C:10]1[CH:15]=[CH:14][C:13]([C:16]2[N:21]3[N:22]=[C:23]([NH2:25])[N:24]=[C:20]3[N:19]=[CH:18][CH:17]=2)=[CH:12][CH:11]=1)C1C=CC=CC=1. Product: [OH:9][C:10]1[CH:11]=[CH:12][C:13]([C:16]2[N:21]3[N:22]=[C:23]([NH2:25])[N:24]=[C:20]3[N:19]=[CH:18][CH:17]=2)=[CH:14][CH:15]=1. The catalyst class is: 15. (4) Reactant: [N+:1]([C:4]1[CH:5]=[C:6]([CH:8]=[CH:9][CH:10]=1)[NH2:7])([O-:3])=[O:2].[C:11]1([S:17](Cl)(=[O:19])=[O:18])[CH:16]=[CH:15][CH:14]=[CH:13][CH:12]=1. Product: [N+:1]([C:4]1[CH:5]=[C:6]([NH:7][S:17]([C:11]2[CH:16]=[CH:15][CH:14]=[CH:13][CH:12]=2)(=[O:19])=[O:18])[CH:8]=[CH:9][CH:10]=1)([O-:3])=[O:2]. The catalyst class is: 27.